This data is from Forward reaction prediction with 1.9M reactions from USPTO patents (1976-2016). The task is: Predict the product of the given reaction. (1) Given the reactants Cl[C:2]1[C:11]2[C:6](=[CH:7][C:8]([F:13])=[CH:9][C:10]=2[F:12])[N:5]=[C:4]([C:14]2[CH:22]=[CH:21][CH:20]=[C:19]3[C:15]=2[CH:16]=[CH:17][NH:18]3)[C:3]=1[CH3:23].[CH3:24][C:25]1([CH3:40])[C:29]2=[N:30][CH:31]=[C:32]([N:34]3[CH2:39][CH2:38][O:37][CH2:36][CH2:35]3)[CH:33]=[C:28]2[NH:27][CH2:26]1.C1(P(C2CCCCC2)C2C=CC=CC=2C2C(C(C)C)=CC(C(C)C)=CC=2C(C)C)CCCCC1.CC(C)([O-])C.[Na+], predict the reaction product. The product is: [CH3:24][C:25]1([CH3:40])[C:29]2=[N:30][CH:31]=[C:32]([N:34]3[CH2:39][CH2:38][O:37][CH2:36][CH2:35]3)[CH:33]=[C:28]2[N:27]([C:2]2[C:11]3[C:6](=[CH:7][C:8]([F:13])=[CH:9][C:10]=3[F:12])[N:5]=[C:4]([C:14]3[CH:22]=[CH:21][CH:20]=[C:19]4[C:15]=3[CH:16]=[CH:17][NH:18]4)[C:3]=2[CH3:23])[CH2:26]1. (2) Given the reactants [F:1][C:2]1[CH:7]=[C:6]([I:8])[CH:5]=[CH:4][C:3]=1[NH:9][C:10]1[CH:17]=[N:16][CH:15]=[CH:14][C:11]=1[C:12]#[N:13].[Cl-].[NH4+].[N-:20]=[N+:21]=[N-:22].[Na+], predict the reaction product. The product is: [F:1][C:2]1[CH:7]=[C:6]([I:8])[CH:5]=[CH:4][C:3]=1[NH:9][C:10]1[CH:17]=[N:16][CH:15]=[CH:14][C:11]=1[C:12]1[NH:22][N:21]=[N:20][N:13]=1. (3) Given the reactants [CH2:1](C1CCCCC1=O)[C:2]1[CH:7]=[CH:6][CH:5]=[CH:4][CH:3]=1.[NH2:15][CH:16]1[CH2:21][CH2:20][CH2:19][CH2:18][CH:17]1[CH2:22][C:23]1[CH:28]=[CH:27][CH:26]=[CH:25][CH:24]=1, predict the reaction product. The product is: [CH2:1]([NH:15][C@@H:16]1[CH2:21][CH2:20][CH2:19][CH2:18][C@H:17]1[CH2:22][C:23]1[CH:24]=[CH:25][CH:26]=[CH:27][CH:28]=1)[C:2]1[CH:7]=[CH:6][CH:5]=[CH:4][CH:3]=1. (4) Given the reactants Cl[C:2]1[N:7]=[C:6]([NH:8][C@@H:9]2[CH2:14][CH2:13][CH2:12][N:11]([C:15](=[O:18])[CH:16]=[CH2:17])[CH2:10]2)[C:5]([F:19])=[CH:4][N:3]=1.C([O-])([O-])=O.[Cs+].[Cs+].[CH3:26][N:27]1[CH2:33][CH2:32][CH2:31][C:30]2[CH:34]=[CH:35][C:36]([NH2:38])=[CH:37][C:29]=2[CH2:28]1.CN(C1C(C2C(P(C3CCCCC3)C3CCCCC3)=CC=CC=2)=CC=CC=1)C, predict the reaction product. The product is: [F:19][C:5]1[C:6]([NH:8][C@@H:9]2[CH2:14][CH2:13][CH2:12][N:11]([C:15](=[O:18])[CH:16]=[CH2:17])[CH2:10]2)=[N:7][C:2]([NH:38][C:36]2[CH:35]=[CH:34][C:30]3[CH2:31][CH2:32][CH2:33][N:27]([CH3:26])[CH2:28][C:29]=3[CH:37]=2)=[N:3][CH:4]=1. (5) The product is: [CH3:6][C:5]([O:7][C:8]1[CH:13]=[CH:12][C:11]([O:14][CH:15]([C:17]2[S:21][C:20]([C:22]3[CH:27]=[CH:26][C:25]([C:28]([F:30])([F:31])[F:29])=[C:24]([F:32])[CH:23]=3)=[N:19][C:18]=2[CH3:33])[CH3:16])=[CH:10][C:9]=1[CH3:34])([CH3:35])[C:4]([OH:36])=[O:3]. Given the reactants C([O:3][C:4](=[O:36])[C:5]([CH3:35])([O:7][C:8]1[CH:13]=[CH:12][C:11]([O:14][CH:15]([C:17]2[S:21][C:20]([C:22]3[CH:27]=[CH:26][C:25]([C:28]([F:31])([F:30])[F:29])=[C:24]([F:32])[CH:23]=3)=[N:19][C:18]=2[CH3:33])[CH3:16])=[CH:10][C:9]=1[CH3:34])[CH3:6])C.[OH-].[Na+], predict the reaction product.